Dataset: Full USPTO retrosynthesis dataset with 1.9M reactions from patents (1976-2016). Task: Predict the reactants needed to synthesize the given product. (1) Given the product [CH:1]([O:4][C:5]1[CH:30]=[CH:29][C:8]([C:9]([C:11]2[CH:16]=[CH:15][CH:14]=[C:13]([C:17](=[N:31][NH:32][C:33]([NH2:35])=[S:34])[C:18]3[CH:23]=[CH:22][C:21]([O:24][CH:25]([CH3:27])[CH3:26])=[CH:20][CH:19]=3)[CH:12]=2)=[O:10])=[CH:7][CH:6]=1)([CH3:3])[CH3:2], predict the reactants needed to synthesize it. The reactants are: [CH:1]([O:4][C:5]1[CH:30]=[CH:29][C:8]([C:9]([C:11]2[CH:16]=[CH:15][CH:14]=[C:13]([C:17](=O)[C:18]3[CH:23]=[CH:22][C:21]([O:24][CH:25]([CH3:27])[CH3:26])=[CH:20][CH:19]=3)[CH:12]=2)=[O:10])=[CH:7][CH:6]=1)([CH3:3])[CH3:2].[NH2:31][NH:32][C:33]([NH2:35])=[S:34].C1(C)C=CC(S(O)(=O)=O)=CC=1. (2) Given the product [Br:40][CH2:18][C:15]1[CH:16]=[CH:17][C:12]([N:10]2[C:11]3[C:6](=[CH:5][C:4]([F:26])=[C:3]([N:27]4[CH2:32][CH2:31][N:30]([C:33]5[CH:38]=[CH:37][CH:36]=[CH:35][N:34]=5)[CH2:29][CH2:28]4)[C:2]=3[Cl:1])[C:7](=[O:25])[C:8]([C:20]([O:22][CH2:23][CH3:24])=[O:21])=[CH:9]2)=[CH:13][CH:14]=1, predict the reactants needed to synthesize it. The reactants are: [Cl:1][C:2]1[C:3]([N:27]2[CH2:32][CH2:31][N:30]([C:33]3[CH:38]=[CH:37][CH:36]=[CH:35][N:34]=3)[CH2:29][CH2:28]2)=[C:4]([F:26])[CH:5]=[C:6]2[C:11]=1[N:10]([C:12]1[CH:17]=[CH:16][C:15]([CH2:18]O)=[CH:14][CH:13]=1)[CH:9]=[C:8]([C:20]([O:22][CH2:23][CH3:24])=[O:21])[C:7]2=[O:25].P(Br)(Br)[Br:40]. (3) The reactants are: [Sn](Cl)(Cl)(Cl)Cl.[Cl:6][C:7]1[CH:8]=[C:9]2[C:13](=[CH:14][CH:15]=1)[N:12](C)[C:11]([C:17]1[CH:22]=[CH:21][C:20]([Cl:23])=[CH:19][CH:18]=1)=[CH:10]2.[Cl:24][CH2:25][CH:26]1[CH2:28][O:27]1.C(=O)([O-])[O-].[Na+].[Na+]. Given the product [Cl:6][C:7]1[CH:8]=[C:9]2[C:13](=[CH:14][CH:15]=1)[NH:12][C:11]([C:17]1[CH:18]=[CH:19][C:20]([Cl:23])=[CH:21][CH:22]=1)=[C:10]2[CH2:28][CH:26]([CH2:25][Cl:24])[OH:27], predict the reactants needed to synthesize it. (4) Given the product [CH2:14]([O:13][C:11](=[O:12])[CH:10]([S:7]([C:4]1[CH:3]=[CH:2][C:1]([CH3:16])=[CH:6][CH:5]=1)(=[O:9])=[O:8])[CH2:18][CH:19]=[CH:20][CH3:21])[CH3:15], predict the reactants needed to synthesize it. The reactants are: [C:1]1([CH3:16])[CH:6]=[CH:5][C:4]([S:7]([CH2:10][C:11]([O:13][CH2:14][CH3:15])=[O:12])(=[O:9])=[O:8])=[CH:3][CH:2]=1.Br[CH2:18][CH2:19][C:20](C)=[CH2:21]. (5) Given the product [Cl:11][C:12]1[C:13](=[O:21])[N:14]([CH2:7][C:6]2[CH:9]=[CH:10][C:3]([O:2][CH3:1])=[CH:4][CH:5]=2)[CH:15]=[C:16]([N+:18]([O-:20])=[O:19])[CH:17]=1, predict the reactants needed to synthesize it. The reactants are: [CH3:1][O:2][C:3]1[CH:10]=[CH:9][C:6]([CH2:7]Br)=[CH:5][CH:4]=1.[Cl:11][C:12]1[C:13]([OH:21])=[N:14][CH:15]=[C:16]([N+:18]([O-:20])=[O:19])[CH:17]=1.C([O-])([O-])=O.[K+].[K+]. (6) Given the product [N:7]1([C:3]2[CH:4]=[C:5]([NH2:6])[NH:14][N:13]=2)[CH2:11][CH2:10][CH2:9][CH2:8]1, predict the reactants needed to synthesize it. The reactants are: CS/[C:3](/[N:7]1[CH2:11][CH2:10][CH2:9][CH2:8]1)=[CH:4]\[C:5]#[N:6].O.[NH2:13][NH2:14]. (7) Given the product [O:28]1[CH2:29][CH2:30][N:25]([CH2:3][C:4]2[N:5]([CH2:18][C:19]3[CH:24]=[CH:23][CH:22]=[CH:21][CH:20]=3)[C:6]3[C:15]4[CH:14]=[CH:13][CH:12]=[CH:11][C:10]=4[N:9]=[C:8]([NH2:16])[C:7]=3[N:17]=2)[CH2:26][CH2:27]1, predict the reactants needed to synthesize it. The reactants are: Cl.Cl[CH2:3][C:4]1[N:5]([CH2:18][C:19]2[CH:24]=[CH:23][CH:22]=[CH:21][CH:20]=2)[C:6]2[C:15]3[CH:14]=[CH:13][CH:12]=[CH:11][C:10]=3[N:9]=[C:8]([NH2:16])[C:7]=2[N:17]=1.[NH:25]1[CH2:30][CH2:29][O:28][CH2:27][CH2:26]1. (8) The reactants are: Cl[C:2]1[N:7]=[CH:6][C:5]([C:8]2[S:9][C:10]3[CH2:16][CH2:15][N:14]([CH:17]4[CH2:20][CH2:19][CH2:18]4)[CH2:13][CH2:12][C:11]=3[N:21]=2)=[CH:4][N:3]=1.[NH:22]1[CH2:27][CH2:26][CH2:25][CH2:24][CH2:23]1. Given the product [CH:17]1([N:14]2[CH2:15][CH2:16][C:10]3[S:9][C:8]([C:5]4[CH:4]=[N:3][C:2]([N:22]5[CH2:27][CH2:26][CH2:25][CH2:24][CH2:23]5)=[N:7][CH:6]=4)=[N:21][C:11]=3[CH2:12][CH2:13]2)[CH2:20][CH2:19][CH2:18]1, predict the reactants needed to synthesize it.